This data is from NCI-60 drug combinations with 297,098 pairs across 59 cell lines. The task is: Regression. Given two drug SMILES strings and cell line genomic features, predict the synergy score measuring deviation from expected non-interaction effect. (1) Drug 1: C1=NC(=NC(=O)N1C2C(C(C(O2)CO)O)O)N. Synergy scores: CSS=58.2, Synergy_ZIP=-3.09, Synergy_Bliss=1.06, Synergy_Loewe=-1.06, Synergy_HSA=3.56. Cell line: TK-10. Drug 2: C1=NC2=C(N1)C(=S)N=CN2. (2) Drug 1: C1CCC(CC1)NC(=O)N(CCCl)N=O. Drug 2: CCN(CC)CCNC(=O)C1=C(NC(=C1C)C=C2C3=C(C=CC(=C3)F)NC2=O)C. Cell line: M14. Synergy scores: CSS=7.08, Synergy_ZIP=-0.718, Synergy_Bliss=4.78, Synergy_Loewe=0.884, Synergy_HSA=2.75.